This data is from Full USPTO retrosynthesis dataset with 1.9M reactions from patents (1976-2016). The task is: Predict the reactants needed to synthesize the given product. (1) Given the product [F:1][C:2]1[CH:10]=[C:9]2[C:5]([CH:6]=[N:7][N:8]2[CH:11]2[CH2:16][CH2:15][CH2:14][CH2:13][O:12]2)=[CH:4][C:3]=1[C:27]1[CH:28]=[C:29]([CH2:33][N:34]([CH3:36])[CH3:35])[CH:30]=[N:31][CH:32]=1, predict the reactants needed to synthesize it. The reactants are: [F:1][C:2]1[CH:10]=[C:9]2[C:5]([CH:6]=[N:7][N:8]2[CH:11]2[CH2:16][CH2:15][CH2:14][CH2:13][O:12]2)=[CH:4][C:3]=1B1OC(C)(C)C(C)(C)O1.Br[C:27]1[CH:28]=[C:29]([CH2:33][N:34]([CH3:36])[CH3:35])[CH:30]=[N:31][CH:32]=1.C([O-])([O-])=O.[Na+].[Na+].C(Cl)Cl. (2) Given the product [CH3:32][O:33][C:34]([N:36]1[CH2:42][CH2:41][C:40]2[CH:43]=[C:44]([N:9]3[CH2:10][CH2:11][C@H:7]([N:3]4[CH2:4][CH2:5][CH2:6][C@@H:2]4[CH3:1])[CH2:8]3)[CH:45]=[CH:46][C:39]=2[CH2:38][CH2:37]1)=[O:35], predict the reactants needed to synthesize it. The reactants are: [CH3:1][C@H:2]1[CH2:6][CH2:5][CH2:4][N:3]1[C@H:7]1[CH2:11][CH2:10][N:9](C2C=C3C(=CC=2)CN(S(C2C=CC(C)=CC=2)(=O)=O)CC3)[CH2:8]1.[CH3:32][O:33][C:34]([N:36]1[CH2:42][CH2:41][C:40]2[CH:43]=[C:44](Br)[CH:45]=[CH:46][C:39]=2[CH2:38][CH2:37]1)=[O:35].C[C@H]1CCCN1[C@H]1CCNC1. (3) The reactants are: [Cl:1][C:2]1[CH:3]=[CH:4][C:5]([C:28]([F:31])([F:30])[F:29])=[C:6]([CH:27]=1)[CH2:7][N:8]1[CH2:13][CH2:12][NH:11][C:10]2[N:14]=[CH:15][C:16]([C:18]3[CH:26]=[CH:25][C:21]([C:22](O)=[O:23])=[CH:20][CH:19]=3)=[CH:17][C:9]1=2.[NH2:32][CH:33]1[CH2:37][CH2:36][N:35]([CH2:38][C:39]2[CH:44]=[CH:43][CH:42]=[CH:41][CH:40]=2)[CH2:34]1. Given the product [CH2:38]([N:35]1[CH2:36][CH2:37][CH:33]([NH:32][C:22](=[O:23])[C:21]2[CH:25]=[CH:26][C:18]([C:16]3[CH:15]=[N:14][C:10]4[NH:11][CH2:12][CH2:13][N:8]([CH2:7][C:6]5[CH:27]=[C:2]([Cl:1])[CH:3]=[CH:4][C:5]=5[C:28]([F:31])([F:30])[F:29])[C:9]=4[CH:17]=3)=[CH:19][CH:20]=2)[CH2:34]1)[C:39]1[CH:40]=[CH:41][CH:42]=[CH:43][CH:44]=1, predict the reactants needed to synthesize it. (4) Given the product [CH:1]1([O:5][C:6]2[N:14]=[C:13]3[C:9]([N:10]=[C:11]([O:21][CH3:22])[N:12]3[CH:15]3[CH2:20][CH2:19][CH2:18][CH2:17][O:16]3)=[C:8]([NH2:23])[N:7]=2)[CH2:2][CH2:25][CH2:3][CH2:4]1, predict the reactants needed to synthesize it. The reactants are: [CH:1]1([O:5][C:6]2[N:14]=[C:13]3[C:9]([N:10]=[C:11]([O:21][CH3:22])[N:12]3[CH:15]3[CH2:20][CH2:19][CH2:18][CH2:17][O:16]3)=[C:8]([NH2:23])[N:7]=2)[CH2:4][CH2:3][CH2:2]1.Br[C:25]1N(C2CCCCO2)C2C(N=1)=C(N)N=C(OC1CCCC1)N=2.